This data is from Full USPTO retrosynthesis dataset with 1.9M reactions from patents (1976-2016). The task is: Predict the reactants needed to synthesize the given product. (1) Given the product [CH2:3]([O:7][C:8]1[CH:9]=[C:10]([CH2:28][CH2:29][C:30]([OH:32])=[O:31])[CH:11]=[CH:12][C:13]=1[CH2:14][CH2:15][CH2:16][C:17]1[CH:22]=[CH:21][C:20]([O:23][CH2:24][CH3:25])=[C:19]([O:26][CH3:27])[CH:18]=1)[CH2:4][CH2:5][CH3:6], predict the reactants needed to synthesize it. The reactants are: [OH-].[Li+].[CH2:3]([O:7][C:8]1[CH:9]=[C:10]([CH2:28][CH2:29][C:30]([O:32]C)=[O:31])[CH:11]=[CH:12][C:13]=1[CH2:14][CH2:15][CH2:16][C:17]1[CH:22]=[CH:21][C:20]([O:23][CH2:24][CH3:25])=[C:19]([O:26][CH3:27])[CH:18]=1)[CH2:4][CH2:5][CH3:6]. (2) Given the product [NH2:49][C:44]1[C:43]2[C:47](=[C:39]([C:38]3[C:33]([C@@H:23]([NH:22][C:17](=[O:19])[CH2:16][N:5]4[C:6]5[C:7]([F:14])([F:15])[CH2:8][CH2:9][C:10]([F:13])([F:12])[C:11]=5[C:3]([CH:2]([F:20])[F:1])=[N:4]4)[CH2:24][C:25]4[CH:30]=[C:29]([F:31])[CH:28]=[C:27]([F:32])[CH:26]=4)=[N:34][C:35]([S:50][CH3:51])=[N:36][CH:37]=3)[CH:40]=[CH:41][CH:42]=2)[N:46]([CH3:48])[N:45]=1, predict the reactants needed to synthesize it. The reactants are: [F:1][CH:2]([F:20])[C:3]1[C:11]2[C:10]([F:13])([F:12])[CH2:9][CH2:8][C:7]([F:15])([F:14])[C:6]=2[N:5]([CH2:16][C:17]([OH:19])=O)[N:4]=1.Cl.[NH2:22][C@H:23]([C:33]1[C:38]([C:39]2[CH:40]=[CH:41][CH:42]=[C:43]3[C:47]=2[N:46]([CH3:48])[N:45]=[C:44]3[NH2:49])=[CH:37][N:36]=[C:35]([S:50][CH3:51])[N:34]=1)[CH2:24][C:25]1[CH:30]=[C:29]([F:31])[CH:28]=[C:27]([F:32])[CH:26]=1.CN(C(ON1N=NC2C=CC=NC1=2)=[N+](C)C)C.F[P-](F)(F)(F)(F)F.C(N(CC)C(C)C)(C)C. (3) Given the product [N+:26]([C:22]1[CH:21]=[C:20]([C:18]2[N:3]3[N:4]=[CH:5][C:6]([C:7]([C:9]4[S:10][CH:11]=[CH:12][CH:13]=4)=[O:8])=[C:2]3[N:1]=[CH:16][CH:17]=2)[CH:25]=[CH:24][CH:23]=1)([O-:28])=[O:27], predict the reactants needed to synthesize it. The reactants are: [NH2:1][C:2]1[C:6]([C:7]([C:9]2[S:10][CH:11]=[CH:12][CH:13]=2)=[O:8])=[CH:5][NH:4][N:3]=1.CN(C)[CH:16]=[CH:17][C:18]([C:20]1[CH:25]=[CH:24][CH:23]=[C:22]([N+:26]([O-:28])=[O:27])[CH:21]=1)=O.O. (4) Given the product [C:51]([O:50][C:46]([NH:47][NH:48][C:28]([C:24]1[CH:23]=[C:22]([O:21][C:17]2[CH:16]=[C:15]3[C:20](=[CH:19][CH:18]=2)[N:12]([C:10](=[O:11])[NH:9][C:5]2[CH:6]=[CH:7][CH:8]=[C:3]([C:2]([F:32])([F:1])[F:31])[CH:4]=2)[CH:13]=[CH:14]3)[CH:27]=[CH:26][N:25]=1)=[O:29])=[O:49])([CH3:54])([CH3:53])[CH3:52], predict the reactants needed to synthesize it. The reactants are: [F:1][C:2]([F:32])([F:31])[C:3]1[CH:4]=[C:5]([NH:9][C:10]([N:12]2[C:20]3[C:15](=[CH:16][C:17]([O:21][C:22]4[CH:27]=[CH:26][N:25]=[C:24]([C:28](O)=[O:29])[CH:23]=4)=[CH:18][CH:19]=3)[CH:14]=[CH:13]2)=[O:11])[CH:6]=[CH:7][CH:8]=1.CCN(CC)CC.C(Cl)(=O)C(Cl)=O.[C:46]([O:50][C:51]([CH3:54])([CH3:53])[CH3:52])(=[O:49])[NH:47][NH2:48]. (5) Given the product [F:23][C:24]1[CH:29]=[CH:28][CH:27]=[C:26]([F:30])[C:25]=1[NH:31][C:7]1[C:12]([CH3:13])=[C:11]([CH3:14])[N:10]=[C:9]([NH:15][CH2:16][C:17]2[CH:22]=[CH:21][CH:20]=[CH:19][N:18]=2)[N:8]=1, predict the reactants needed to synthesize it. The reactants are: C1(N[C:7]2[C:12]([CH3:13])=[C:11]([CH3:14])[N:10]=[C:9]([NH:15][CH2:16][C:17]3[CH:22]=[CH:21][CH:20]=[CH:19][N:18]=3)[N:8]=2)CCCC1.[F:23][C:24]1[CH:29]=[CH:28][CH:27]=[C:26]([F:30])[C:25]=1[NH2:31]. (6) Given the product [Br:1][C:2]1[C:3]([OH:11])=[N:4][CH:5]=[C:6]([CH:10]=1)[C:7]([N:20]([O:19][CH3:15])[CH3:21])=[O:9], predict the reactants needed to synthesize it. The reactants are: [Br:1][C:2]1[C:3]([OH:11])=[N:4][CH:5]=[C:6]([CH:10]=1)[C:7]([OH:9])=O.CN([C:15]([O:19][N:20]1N=NC2C=CC=N[C:21]1=2)=[N+](C)C)C.F[P-](F)(F)(F)(F)F.Cl.CONC.CCN(C(C)C)C(C)C. (7) Given the product [CH3:1][S:2]([CH3:4])=[O:3].[C:22]1([CH3:28])[CH:27]=[CH:26][CH:25]=[CH:24][CH:23]=1, predict the reactants needed to synthesize it. The reactants are: [CH3:1][S:2]([CH3:4])=[O:3].[C@@H]1(N2C=NC(N)=NC2=O)O[C@H](CO)[C@@H](O)[C@H]1O.[C:22]1([CH3:28])[CH:27]=[CH:26][CH:25]=[CH:24][CH:23]=1. (8) Given the product [ClH:1].[CH3:8][O:9][C:10]1[CH:11]=[CH:12][C:13]([CH2:14][CH2:15][N:16]2[CH2:20][CH2:19][C@@H:18]([N:21]3[C:27]4[CH:28]=[CH:29][CH:30]=[CH:31][C:26]=4[CH2:25][O:24][C:23]4[CH:32]=[CH:33][CH:34]=[CH:35][C:22]3=4)[CH2:17]2)=[CH:36][CH:37]=1, predict the reactants needed to synthesize it. The reactants are: [ClH:1].O1CCOCC1.[CH3:8][O:9][C:10]1[CH:37]=[CH:36][C:13]([CH2:14][CH2:15][N:16]2[CH2:20][CH2:19][C@@H:18]([N:21]3[C:27]4[CH:28]=[CH:29][CH:30]=[CH:31][C:26]=4[CH2:25][O:24][C:23]4[CH:32]=[CH:33][CH:34]=[CH:35][C:22]3=4)[CH2:17]2)=[CH:12][CH:11]=1.